This data is from Catalyst prediction with 721,799 reactions and 888 catalyst types from USPTO. The task is: Predict which catalyst facilitates the given reaction. Reactant: O=C(Cl)[O:3][C:4](Cl)(Cl)[Cl:5].[CH2:9]([O:16][NH:17][C@H:18]1[CH2:23][N:22]([C:24]([O:26][C:27]([CH3:30])([CH3:29])[CH3:28])=[O:25])[C@H:21]([C:31]2[N:35]=[CH:34][O:33][N:32]=2)[CH2:20][CH2:19]1)[C:10]1[CH:15]=[CH:14][CH:13]=[CH:12][CH:11]=1. Product: [CH2:9]([O:16][N:17]([C:4]([Cl:5])=[O:3])[C@H:18]1[CH2:23][N:22]([C:24]([O:26][C:27]([CH3:30])([CH3:29])[CH3:28])=[O:25])[C@H:21]([C:31]2[N:35]=[CH:34][O:33][N:32]=2)[CH2:20][CH2:19]1)[C:10]1[CH:15]=[CH:14][CH:13]=[CH:12][CH:11]=1. The catalyst class is: 2.